Dataset: Forward reaction prediction with 1.9M reactions from USPTO patents (1976-2016). Task: Predict the product of the given reaction. (1) Given the reactants ClC1C=CC=CC=1C([N:10]([C:14]1[C:15]([C:19]2[CH:24]=[CH:23][C:22]([CH2:25]Cl)=[CH:21][CH:20]=2)=[N:16][O:17][CH:18]=1)[C:11](=[O:13])[O-:12])C.[SH:27][CH2:28][CH2:29][C:30]([O:32][CH3:33])=[O:31].C(N([CH2:39][CH3:40])CC)C.Cl[CH2:42][Cl:43], predict the reaction product. The product is: [Cl:43][C:42]1[CH:20]=[CH:19][CH:15]=[CH:14][C:18]=1[CH:39]([O:12][C:11]([NH:10][C:14]1[C:15]([C:19]2[CH:20]=[CH:21][C:22]([CH2:25][S:27][CH2:28][CH2:29][C:30]([O:32][CH3:33])=[O:31])=[CH:23][CH:24]=2)=[N:16][O:17][CH:18]=1)=[O:13])[CH3:40]. (2) Given the reactants [NH2:1][C@@H:2]([C:13]([OH:15])=[O:14])[CH2:3][C:4]1[C:12]2[C:7](=[CH:8][CH:9]=[CH:10][CH:11]=2)[NH:6][CH:5]=1.[CH:16]1[C:21]([CH:22]=O)=[CH:20][C:19]2[O:24][CH2:25][O:26][C:18]=2[CH:17]=1.[ClH:27].[CH2:28](O)[CH3:29], predict the reaction product. The product is: [ClH:27].[CH2:25]1[O:26][C:18]2[CH:17]=[CH:16][C:21]([C@@H:22]3[C:5]4[NH:6][C:7]5[C:12]([C:4]=4[CH2:3][C@H:2]([C:13]([O:15][CH2:28][CH3:29])=[O:14])[NH:1]3)=[CH:11][CH:10]=[CH:9][CH:8]=5)=[CH:20][C:19]=2[O:24]1. (3) Given the reactants [CH3:1][O:2][CH2:3][C:4](=O)[CH2:5][C:6]([O:8]C)=O.Cl.[C:12](=[NH:17])([NH2:16])[CH2:13][CH2:14][CH3:15].C[O-].[Na+], predict the reaction product. The product is: [CH3:1][O:2][CH2:3][C:4]1[N:16]=[C:12]([CH2:13][CH2:14][CH3:15])[NH:17][C:6](=[O:8])[CH:5]=1.